From a dataset of Catalyst prediction with 721,799 reactions and 888 catalyst types from USPTO. Predict which catalyst facilitates the given reaction. (1) Reactant: [F:1][C:2]1[CH:7]=[CH:6][C:5]([C:8]([N:10]2[CH2:15][CH2:14][CH2:13][C@H:12]([OH:16])[CH2:11]2)=[O:9])=[CH:4][CH:3]=1.[C:17]1([N:23]=[C:24]=[O:25])[CH:22]=[CH:21][CH:20]=[CH:19][CH:18]=1. Product: [F:1][C:2]1[CH:7]=[CH:6][C:5]([C:8]([N:10]2[CH2:15][CH2:14][CH2:13][C@H:12]([O:16][C:24](=[O:25])[NH:23][C:17]3[CH:22]=[CH:21][CH:20]=[CH:19][CH:18]=3)[CH2:11]2)=[O:9])=[CH:4][CH:3]=1. The catalyst class is: 4. (2) Product: [ClH:44].[ClH:44].[Br:24][C:20]1[CH:19]=[C:18]2[C:23](=[CH:22][CH:21]=1)[N:15]([C:13](=[O:14])[C@H:12]([NH2:39])[CH2:11][CH2:10][CH2:9][CH2:8][NH2:7])[CH:16]=[C:17]2/[C:25](/[C:37]#[N:38])=[CH:26]/[C:27]1[CH:32]=[C:31]([CH:30]=[CH:29][C:28]=1[O:35][CH3:36])[C:33]#[N:34]. Reactant: C(OC(=O)[NH:7][CH2:8][CH2:9][CH2:10][CH2:11][C@@H:12]([NH:39]C(=O)[O-])[C:13]([N:15]1[C:23]2[C:18](=[CH:19][C:20]([Br:24])=[CH:21][CH:22]=2)[C:17](/[C:25](/[C:37]#[N:38])=[CH:26]/[C:27]2[CH:32]=[C:31]([C:33]#[N:34])[CH:30]=[CH:29][C:28]=2[O:35][CH3:36])=[CH:16]1)=[O:14])(C)(C)C.[ClH:44]. The catalyst class is: 14.